From a dataset of Peptide-MHC class II binding affinity with 134,281 pairs from IEDB. Regression. Given a peptide amino acid sequence and an MHC pseudo amino acid sequence, predict their binding affinity value. This is MHC class II binding data. (1) The peptide sequence is LLEFAVVLELAILSI. The MHC is HLA-DPA10201-DPB11401 with pseudo-sequence HLA-DPA10201-DPB11401. The binding affinity (normalized) is 0.0538. (2) The peptide sequence is GNIVAVDIKPKDSDE. The MHC is HLA-DPA10103-DPB10401 with pseudo-sequence HLA-DPA10103-DPB10401. The binding affinity (normalized) is 0. (3) The binding affinity (normalized) is 0. The peptide sequence is SQWGWCGSTDEYCSP. The MHC is HLA-DPA10201-DPB11401 with pseudo-sequence HLA-DPA10201-DPB11401. (4) The peptide sequence is IEPIVATNWQKLEAFWHKHM. The MHC is HLA-DPA10103-DPB10401 with pseudo-sequence HLA-DPA10103-DPB10401. The binding affinity (normalized) is 0.817. (5) The peptide sequence is DRWLDLRYVGPASAD. The MHC is HLA-DPA10201-DPB10501 with pseudo-sequence HLA-DPA10201-DPB10501. The binding affinity (normalized) is 0.0446. (6) The peptide sequence is LPINALSNSLLRHHNLVYST. The MHC is DRB1_0401 with pseudo-sequence DRB1_0401. The binding affinity (normalized) is 0.357.